From a dataset of Catalyst prediction with 721,799 reactions and 888 catalyst types from USPTO. Predict which catalyst facilitates the given reaction. (1) Reactant: [N+:1]([C:4]1[CH:11]=[CH:10][C:7]([CH:8]=[O:9])=[C:6]([O:12][CH3:13])[CH:5]=1)([O-:3])=[O:2].CC1C=CC(S([CH2:24][N+:25]#[C-:26])(=O)=O)=CC=1.C([O-])([O-])=O.[K+].[K+].CO. Product: [N+:1]([C:4]1[CH:11]=[CH:10][C:7]([C:8]2[O:9][CH:26]=[N:25][CH:24]=2)=[C:6]([O:12][CH3:13])[CH:5]=1)([O-:3])=[O:2]. The catalyst class is: 6. (2) Reactant: [CH:1]1(B(O)O)[CH2:3][CH2:2]1.C(=O)([O-])[O-].[Na+].[Na+].C1(P(C2CCCCC2)C2C=CC=CC=2C2C(OC)=CC=CC=2OC)CCCCC1.Br[C:43]1[C:44]([CH:57]2[CH2:59][CH2:58]2)=[CH:45][C:46]([O:53][CH:54]([CH3:56])[CH3:55])=[C:47]([CH:52]=1)[C:48]([O:50][CH3:51])=[O:49]. Product: [CH:57]1([C:44]2[C:43]([CH:1]3[CH2:3][CH2:2]3)=[CH:52][C:47]([C:48]([O:50][CH3:51])=[O:49])=[C:46]([O:53][CH:54]([CH3:56])[CH3:55])[CH:45]=2)[CH2:59][CH2:58]1. The catalyst class is: 720. (3) Reactant: [CH2:1]([N:8]1[CH2:13][CH2:12][C:11]2([C:21]3[C:16](=[CH:17][CH:18]=[CH:19][C:20]=3[C@H:22]3[CH2:26][CH2:25][CH2:24][N:23]3[C:27]([O:29][C:30]([CH3:33])([CH3:32])[CH3:31])=[O:28])[NH:15][CH2:14]2)[CH2:10][CH2:9]1)[C:2]1[CH:7]=[CH:6][CH:5]=[CH:4][CH:3]=1.Cl[C:35]1[C:36]2[C@H:43]([CH3:44])[CH2:42][CH2:41][C:37]=2[N:38]=[CH:39][N:40]=1.C([O-])([O-])=O.[Cs+].[Cs+].CC1(C)C2C(=C(P(C3C=CC=CC=3)C3C=CC=CC=3)C=CC=2)OC2C(P(C3C=CC=CC=3)C3C=CC=CC=3)=CC=CC1=2. The catalyst class is: 222. Product: [CH2:1]([N:8]1[CH2:13][CH2:12][C:11]2([C:21]3[C:16](=[CH:17][CH:18]=[CH:19][C:20]=3[C@H:22]3[CH2:26][CH2:25][CH2:24][N:23]3[C:27]([O:29][C:30]([CH3:33])([CH3:32])[CH3:31])=[O:28])[N:15]([C:35]3[C:36]4[C@H:43]([CH3:44])[CH2:42][CH2:41][C:37]=4[N:38]=[CH:39][N:40]=3)[CH2:14]2)[CH2:10][CH2:9]1)[C:2]1[CH:3]=[CH:4][CH:5]=[CH:6][CH:7]=1. (4) Reactant: [CH:1]1([CH2:4][CH:5]([C:7]2[CH:8]=[C:9]([CH:14]=[CH:15][C:16]=2[CH3:17])[C:10]([O:12][CH3:13])=[O:11])[OH:6])[CH2:3][CH2:2]1.CC(OI1(OC(C)=O)(OC(C)=O)OC(=O)C2C=CC=CC1=2)=O. Product: [CH:1]1([CH2:4][C:5]([C:7]2[CH:8]=[C:9]([CH:14]=[CH:15][C:16]=2[CH3:17])[C:10]([O:12][CH3:13])=[O:11])=[O:6])[CH2:3][CH2:2]1. The catalyst class is: 4. (5) Reactant: [CH3:1][O:2][C:3](=[O:34])[CH2:4][C@H:5]1[C:9]2[CH:10]=[CH:11][C:12]([O:14][C@H:15]3[C:23]4[C:18](=[C:19]([O:25][C:26]5[CH:31]=[CH:30][C:29]([OH:32])=[C:28]([F:33])[CH:27]=5)[CH:20]=[CH:21][C:22]=4[F:24])[CH2:17][CH2:16]3)=[CH:13][C:8]=2[O:7][CH2:6]1.[O:35]1[C:37]2([CH2:42][CH2:41][O:40][CH2:39][CH2:38]2)[CH2:36]1.C(=O)([O-])[O-].[Cs+].[Cs+]. Product: [CH3:1][O:2][C:3](=[O:34])[CH2:4][C@H:5]1[C:9]2[CH:10]=[CH:11][C:12]([O:14][C@H:15]3[C:23]4[C:18](=[C:19]([O:25][C:26]5[CH:31]=[CH:30][C:29]([O:32][CH2:36][C:37]6([OH:35])[CH2:42][CH2:41][O:40][CH2:39][CH2:38]6)=[C:28]([F:33])[CH:27]=5)[CH:20]=[CH:21][C:22]=4[F:24])[CH2:17][CH2:16]3)=[CH:13][C:8]=2[O:7][CH2:6]1. The catalyst class is: 9. (6) Reactant: C(C1C=CC(C2C=CC(C(C)(C)C)=CC=2)=CC=1)(C)(C)C.Br[CH2:22][CH:23]1[CH2:25][CH2:24]1.[O:26]=[C:27]1[CH2:32][CH2:31][N:30]([C:33]([O:35][C:36]([CH3:39])([CH3:38])[CH3:37])=[O:34])[CH2:29][CH2:28]1. The catalyst class is: 1. Product: [CH:25]1([CH2:24][C:27]2([OH:26])[CH2:28][CH2:29][N:30]([C:33]([O:35][C:36]([CH3:38])([CH3:37])[CH3:39])=[O:34])[CH2:31][CH2:32]2)[CH2:23][CH2:22]1. (7) Reactant: [O:1]=[O+][O-].C([C:6](=P(C1C=CC=CC=1)(C1C=CC=CC=1)C1C=CC=CC=1)[C:7]([C@@H:9]([NH:14][C:15](=[O:35])[O:16][C@@H:17]([CH2:22][C:23]1[O:24][C:25]([C:28]2[CH:33]=[CH:32][C:31]([F:34])=[CH:30][CH:29]=2)=[N:26][N:27]=1)[C:18]([CH3:21])([CH3:20])[CH3:19])[CH2:10][CH2:11][CH2:12][CH3:13])=[O:8])#N.[CH3:55][C@H:56]([NH2:63])[C:57]1[CH:62]=[CH:61][CH:60]=[CH:59][CH:58]=1. Product: [O:1]=[C:6]([NH:63][C@@H:56]([C:57]1[CH:62]=[CH:61][CH:60]=[CH:59][CH:58]=1)[CH3:55])[C:7]([C@@H:9]([NH:14][C:15](=[O:35])[O:16][C@@H:17]([CH2:22][C:23]1[O:24][C:25]([C:28]2[CH:33]=[CH:32][C:31]([F:34])=[CH:30][CH:29]=2)=[N:26][N:27]=1)[C:18]([CH3:19])([CH3:21])[CH3:20])[CH2:10][CH2:11][CH2:12][CH3:13])=[O:8]. The catalyst class is: 4. (8) Reactant: [CH3:1][C:2]1[C:6]2[CH2:7][N:8]([C:11]([O:13][C:14]([CH3:17])([CH3:16])[CH3:15])=[O:12])[CH2:9][CH2:10][C:5]=2[NH:4][N:3]=1.[C:18]([O-])([O-])=O.[K+].[K+].IC. Product: [C:14]([O:13][C:11]([N:8]1[CH2:9][CH2:10][C:5]2[N:4]([CH3:18])[N:3]=[C:2]([CH3:1])[C:6]=2[CH2:7]1)=[O:12])([CH3:17])([CH3:16])[CH3:15].[CH3:18][N:3]1[C:2]([CH3:1])=[C:6]2[CH2:7][N:8]([C:11]([O:13][C:14]([CH3:17])([CH3:16])[CH3:15])=[O:12])[CH2:9][CH2:10][C:5]2=[N:4]1. The catalyst class is: 21.